Predict the reactants needed to synthesize the given product. From a dataset of Full USPTO retrosynthesis dataset with 1.9M reactions from patents (1976-2016). Given the product [Br:1][C:2]1[CH:10]=[CH:9][C:5]([CH:6]([C:7]#[N:8])[CH2:25][CH:24]([O:27][CH2:28][CH3:29])[O:23][CH2:21][CH3:22])=[CH:4][CH:3]=1, predict the reactants needed to synthesize it. The reactants are: [Br:1][C:2]1[CH:10]=[CH:9][C:5]([CH2:6][C:7]#[N:8])=[CH:4][CH:3]=1.C[Si]([N-][Si](C)(C)C)(C)C.[Li+].[CH2:21]([O:23][CH:24]([O:27][CH2:28][CH3:29])[CH2:25]Br)[CH3:22].